This data is from Catalyst prediction with 721,799 reactions and 888 catalyst types from USPTO. The task is: Predict which catalyst facilitates the given reaction. (1) Reactant: C([O:3][C:4]([C:6]1[C:7]2[N:8]=[CH:9][CH:10]=[N:11][C:12]=2[C:13]([C:16]2[C:21]([F:22])=[C:20]([O:23][CH3:24])[CH:19]=[C:18]([O:25][CH3:26])[C:17]=2[F:27])=[CH:14][CH:15]=1)=O)C.[O:28]=[S:29]1(=[O:43])[CH2:34][CH2:33][N:32]([CH2:35][C:36]2[CH:37]=[CH:38][C:39]([NH2:42])=[N:40][CH:41]=2)[CH2:31][CH2:30]1.C[Al](C)C.C([O-])(O)=O.[Na+]. Product: [O:43]=[S:29]1(=[O:28])[CH2:30][CH2:31][N:32]([CH2:35][C:36]2[CH:37]=[CH:38][C:39]([NH:42][C:4]([C:6]3[C:7]4[N:8]=[CH:9][CH:10]=[N:11][C:12]=4[C:13]([C:16]4[C:17]([F:27])=[C:18]([O:25][CH3:26])[CH:19]=[C:20]([O:23][CH3:24])[C:21]=4[F:22])=[CH:14][CH:15]=3)=[O:3])=[N:40][CH:41]=2)[CH2:33][CH2:34]1. The catalyst class is: 512. (2) Product: [C:18]([NH:21][CH:22]([CH2:23][C:24]1[CH:29]=[CH:28][C:27]([N:30]([C:53](=[O:64])[C:54]([O:56][CH2:57][C:58]2[CH:63]=[CH:62][CH:61]=[CH:60][CH:59]=2)=[O:55])[C:31]2[CH:36]=[CH:35][CH:34]=[CH:33][C:32]=2[C:37]([O:39][CH:40]([C:41]2[CH:42]=[CH:43][CH:44]=[CH:45][CH:46]=2)[C:47]2[CH:52]=[CH:51][CH:50]=[CH:49][CH:48]=2)=[O:38])=[C:26]([CH2:65][CH3:66])[CH:25]=1)[C:67]([NH:75][CH2:79][CH2:2][CH2:3][CH2:4][CH2:5][O:6][C:7]1[CH:16]=[CH:15][CH:14]=[C:13]([OH:17])[C:8]=1[C:9]([O:11][CH3:12])=[O:10])=[O:69])(=[O:20])[CH3:19]. Reactant: N[CH2:2][CH2:3][CH2:4][CH2:5][O:6][C:7]1[CH:16]=[CH:15][CH:14]=[C:13]([OH:17])[C:8]=1[C:9]([O:11][CH3:12])=[O:10].[C:18]([NH:21][C@H:22]([C:67]([OH:69])=O)[CH2:23][C:24]1[CH:29]=[CH:28][C:27]([N:30]([C:53](=[O:64])[C:54]([O:56][CH2:57][C:58]2[CH:63]=[CH:62][CH:61]=[CH:60][CH:59]=2)=[O:55])[C:31]2[CH:36]=[CH:35][CH:34]=[CH:33][C:32]=2[C:37]([O:39][CH:40]([C:47]2[CH:52]=[CH:51][CH:50]=[CH:49][CH:48]=2)[C:41]2[CH:46]=[CH:45][CH:44]=[CH:43][CH:42]=2)=[O:38])=[C:26]([CH2:65][CH3:66])[CH:25]=1)(=[O:20])[CH3:19].F[B-](F)(F)F.[N:75]1(OC(N(C)C)=[N+](C)C)[C:79]2C=CC=CC=2N=N1.C(N(C(C)C)CC)(C)C. The catalyst class is: 42.